From a dataset of NCI-60 drug combinations with 297,098 pairs across 59 cell lines. Regression. Given two drug SMILES strings and cell line genomic features, predict the synergy score measuring deviation from expected non-interaction effect. (1) Drug 1: CN(C)N=NC1=C(NC=N1)C(=O)N. Drug 2: C1=CC(=CC=C1C#N)C(C2=CC=C(C=C2)C#N)N3C=NC=N3. Cell line: HCC-2998. Synergy scores: CSS=-6.96, Synergy_ZIP=0.506, Synergy_Bliss=-3.39, Synergy_Loewe=-2.68, Synergy_HSA=-4.82. (2) Cell line: KM12. Synergy scores: CSS=-3.53, Synergy_ZIP=-0.745, Synergy_Bliss=-3.16, Synergy_Loewe=-3.14, Synergy_HSA=-4.18. Drug 2: C1CNP(=O)(OC1)N(CCCl)CCCl. Drug 1: CC(C)(C#N)C1=CC(=CC(=C1)CN2C=NC=N2)C(C)(C)C#N. (3) Drug 1: CN(CC1=CN=C2C(=N1)C(=NC(=N2)N)N)C3=CC=C(C=C3)C(=O)NC(CCC(=O)O)C(=O)O. Drug 2: CC1CCC2CC(C(=CC=CC=CC(CC(C(=O)C(C(C(=CC(C(=O)CC(OC(=O)C3CCCCN3C(=O)C(=O)C1(O2)O)C(C)CC4CCC(C(C4)OC)O)C)C)O)OC)C)C)C)OC. Cell line: HOP-62. Synergy scores: CSS=18.8, Synergy_ZIP=5.68, Synergy_Bliss=14.8, Synergy_Loewe=-3.45, Synergy_HSA=4.08.